This data is from Full USPTO retrosynthesis dataset with 1.9M reactions from patents (1976-2016). The task is: Predict the reactants needed to synthesize the given product. (1) Given the product [NH2:1][C:4]([C:11]1[CH:20]=[CH:19][C:18]2[C:13](=[CH:14][CH:15]=[C:16]([O:21][C@H:22]3[CH2:27][CH2:26][C@H:25]([C:28]([F:29])([F:30])[F:31])[CH2:24][CH2:23]3)[CH:17]=2)[CH:12]=1)([CH3:10])[CH2:5][CH2:6][C:7]([OH:9])=[O:8], predict the reactants needed to synthesize it. The reactants are: [N+:1]([C:4]([C:11]1[CH:20]=[CH:19][C:18]2[C:13](=[CH:14][CH:15]=[C:16]([O:21][C@H:22]3[CH2:27][CH2:26][C@H:25]([C:28]([F:31])([F:30])[F:29])[CH2:24][CH2:23]3)[CH:17]=2)[CH:12]=1)([CH3:10])[CH2:5][CH2:6][C:7]([OH:9])=[O:8])([O-])=O. (2) Given the product [OH:22][C@@:21]([C:16]1[CH:15]=[CH:14][C:13]2[C:18](=[CH:19][CH:20]=[C:11]([C:9]([NH:8][CH3:7])=[O:10])[CH:12]=2)[CH:17]=1)([C:23]1[N:24]=[CH:25][N:26]([C:28]([C:29]2[CH:34]=[CH:33][CH:32]=[CH:31][CH:30]=2)([C:35]2[CH:36]=[CH:37][CH:38]=[CH:39][CH:40]=2)[C:41]2[CH:46]=[CH:45][CH:44]=[CH:43][CH:42]=2)[CH:27]=1)[CH2:49][C:48]([O:51][CH2:6][CH2:5][CH3:4])=[O:50], predict the reactants needed to synthesize it. The reactants are: N1[CH:6]=[CH:5][CH:4]=CC=1.[CH3:7][NH:8][C:9]([C:11]1[CH:20]=[CH:19][C:18]2[C:13](=[CH:14][CH:15]=[C:16]([C:21]([C:23]3[N:24]=[CH:25][N:26]([C:28]([C:41]4[CH:46]=[CH:45][CH:44]=[CH:43][CH:42]=4)([C:35]4[CH:40]=[CH:39][CH:38]=[CH:37][CH:36]=4)[C:29]4[CH:34]=[CH:33][CH:32]=[CH:31][CH:30]=4)[CH:27]=3)=[O:22])[CH:17]=2)[CH:12]=1)=[O:10].Cl.[C:48]([O:51]CC)(=[O:50])[CH3:49]. (3) Given the product [Cl:1][C:2]1[C:11]2[N:10]([CH3:12])[O:9][C@H:8]3[NH:13][C@H:14]([C:16]([O:18][C@@H:19]4[C@:28]5([OH:29])[C@H:23]([C@H:24]([C:31]([CH3:33])=[CH2:32])[CH2:25][CH2:26][C@H:27]5[CH3:30])[CH:22]=[C:21]([CH3:34])[C@H:20]4[OH:35])=[O:17])[CH2:15][C@@:7]3([OH:39])[C:6]=2[CH:5]=[CH:4][CH:3]=1, predict the reactants needed to synthesize it. The reactants are: [Cl:1][C:2]1[C:11]2[N:10]([CH3:12])[O:9][C@H:8]3[NH:13][C@H:14]([C:16]([O:18][C@@H:19]4[C@:28]5([OH:29])[C@H:23]([C@H:24]([C:31]([CH3:33])=[CH2:32])[CH2:25][CH2:26][C@H:27]5[CH3:30])[CH:22]=[C:21]([CH3:34])[C@H:20]4[O:35]C(=O)C)=[O:17])[CH2:15][C@@:7]3([OH:39])[C:6]=2[CH:5]=[CH:4][CH:3]=1.Cl.CCCCCC. (4) Given the product [CH2:1]([C:8]1[CH:9]=[N:10][C:11]2[C:16]([C:17]=1[C:18]1[CH:19]=[C:20]([NH:24][CH2:32][C:31]3[CH:34]=[CH:35][CH:36]=[C:37]([Cl:38])[C:30]=3[Cl:29])[CH:21]=[CH:22][CH:23]=1)=[CH:15][CH:14]=[CH:13][C:12]=2[C:25]([F:28])([F:26])[F:27])[C:2]1[CH:3]=[CH:4][CH:5]=[CH:6][CH:7]=1, predict the reactants needed to synthesize it. The reactants are: [CH2:1]([C:8]1[CH:9]=[N:10][C:11]2[C:16]([C:17]=1[C:18]1[CH:19]=[C:20]([NH2:24])[CH:21]=[CH:22][CH:23]=1)=[CH:15][CH:14]=[CH:13][C:12]=2[C:25]([F:28])([F:27])[F:26])[C:2]1[CH:7]=[CH:6][CH:5]=[CH:4][CH:3]=1.[Cl:29][C:30]1[C:37]([Cl:38])=[CH:36][CH:35]=[CH:34][C:31]=1[CH:32]=O. (5) Given the product [Br:7][C:8]1[CH:9]=[N:10][CH:11]=[C:12]([F:15])[C:13]=1[N:16]1[CH2:21][CH2:20][CH:19]([C:22]([O:24][C:25]([CH3:28])([CH3:27])[CH3:26])=[O:23])[CH2:18][CH2:17]1, predict the reactants needed to synthesize it. The reactants are: C(=O)([O-])[O-].[Na+].[Na+].[Br:7][C:8]1[CH:9]=[N:10][CH:11]=[C:12]([F:15])[C:13]=1Cl.[NH:16]1[CH2:21][CH2:20][CH:19]([C:22]([O:24][C:25]([CH3:28])([CH3:27])[CH3:26])=[O:23])[CH2:18][CH2:17]1. (6) Given the product [Br:1][C:2]1[CH:3]=[C:4]([CH:8]=[CH:9][C:10]=1[Cl:11])[C:5]([NH2:19])=[O:6], predict the reactants needed to synthesize it. The reactants are: [Br:1][C:2]1[CH:3]=[C:4]([CH:8]=[CH:9][C:10]=1[Cl:11])[C:5](O)=[O:6].C(Cl)(=O)C(Cl)=O.C[N:19](C=O)C.C1(C)C=CC=CC=1.